From a dataset of Full USPTO retrosynthesis dataset with 1.9M reactions from patents (1976-2016). Predict the reactants needed to synthesize the given product. (1) Given the product [CH3:37][O:38][C:39](=[O:48])[CH2:40][C:41]1[CH:42]=[N:43][CH:44]=[C:45]([C:9]2[CH:10]=[CH:11][C:6]([C:3]([C:22]3[CH:35]=[CH:34][C:25]([O:26][CH2:27][C:28](=[O:33])[C:29]([CH3:30])([CH3:31])[CH3:32])=[C:24]([CH3:36])[CH:23]=3)([CH2:1][CH3:2])[CH2:4][CH3:5])=[CH:7][C:8]=2[CH3:21])[CH:46]=1, predict the reactants needed to synthesize it. The reactants are: [CH2:1]([C:3]([C:22]1[CH:35]=[CH:34][C:25]([O:26][CH2:27][C:28](=[O:33])[C:29]([CH3:32])([CH3:31])[CH3:30])=[C:24]([CH3:36])[CH:23]=1)([C:6]1[CH:11]=[CH:10][C:9](B2OC(C)(C)C(C)(C)O2)=[C:8]([CH3:21])[CH:7]=1)[CH2:4][CH3:5])[CH3:2].[CH3:37][O:38][C:39](=[O:48])[CH2:40][C:41]1[CH:42]=[N:43][CH:44]=[C:45](Br)[CH:46]=1.P([O-])([O-])([O-])=O.[K+].[K+].[K+]. (2) Given the product [Cl:1][C:2]1[N:3]=[C:4]([NH:25][CH2:24][CH:23]=[C:22]([CH3:26])[CH3:21])[C:5]2[S:10][CH:9]=[C:8]([CH3:11])[C:6]=2[N:7]=1, predict the reactants needed to synthesize it. The reactants are: [Cl:1][C:2]1[N:3]=[C:4](Cl)[C:5]2[S:10][CH:9]=[C:8]([CH3:11])[C:6]=2[N:7]=1.C(N(CC)CC)C.Cl.[CH3:21][C:22]([CH3:26])=[CH:23][CH2:24][NH2:25]. (3) Given the product [Cl:2][C:3]1[CH:4]=[C:5]2[C:9](=[CH:10][CH:11]=1)[NH:8][CH:7]=[C:6]2[CH2:12][CH2:13][NH:14][C:27]([CH:24]1[CH2:25][CH2:26][N:22]([CH2:21][CH:15]2[CH2:16][CH2:17][CH2:18][CH2:19][CH2:20]2)[C:23]1=[O:30])=[O:28], predict the reactants needed to synthesize it. The reactants are: Cl.[Cl:2][C:3]1[CH:4]=[C:5]2[C:9](=[CH:10][CH:11]=1)[NH:8][CH:7]=[C:6]2[CH2:12][CH2:13][NH2:14].[CH:15]1([CH2:21][N:22]2[CH2:26][CH2:25][CH:24]([C:27](O)=[O:28])[C:23]2=[O:30])[CH2:20][CH2:19][CH2:18][CH2:17][CH2:16]1.C1CN([P+](ON2N=NC3C=CC=CC2=3)(N2CCCC2)N2CCCC2)CC1.F[P-](F)(F)(F)(F)F.C(N(CC)C(C)C)(C)C. (4) Given the product [CH3:1][O:2][C:3](=[O:22])[C:4]1[C:9]([CH2:10][CH3:11])=[CH:8][C:7]([C:12]2[C:17]([CH2:18][CH3:19])=[CH:16][CH:15]=[CH:14][C:13]=2[CH2:20][CH3:21])=[N+:6]([O-:28])[CH:5]=1, predict the reactants needed to synthesize it. The reactants are: [CH3:1][O:2][C:3](=[O:22])[C:4]1[C:9]([CH2:10][CH3:11])=[CH:8][C:7]([C:12]2[C:17]([CH2:18][CH3:19])=[CH:16][CH:15]=[CH:14][C:13]=2[CH2:20][CH3:21])=[N:6][CH:5]=1.ClC1C=C(C=CC=1)C(OO)=[O:28]. (5) Given the product [CH:4]([C:3]1[CH:6]=[C:7]([C:10]([F:13])([F:12])[F:11])[CH:8]=[CH:9][C:2]=1[C:21]1[C:16]([O:15][CH3:14])=[CH:17][CH:18]=[C:19]([CH2:22][C:23]#[N:24])[CH:20]=1)=[O:5], predict the reactants needed to synthesize it. The reactants are: Br[C:2]1[CH:9]=[CH:8][C:7]([C:10]([F:13])([F:12])[F:11])=[CH:6][C:3]=1[CH:4]=[O:5].[CH3:14][O:15][C:16]1[CH:21]=[CH:20][C:19]([CH2:22][C:23]#[N:24])=[CH:18][C:17]=1B1OC(C)(C)C(C)(C)O1. (6) Given the product [CH2:25]([O:24][C:2]1[CH:7]=[C:6]([CH3:8])[N:5]=[C:4]([NH:9][C:10]2[CH:15]=[CH:14][C:13]([N:16]3[CH:20]=[C:19]([CH3:21])[N:18]=[CH:17]3)=[C:12]([O:22][CH3:23])[CH:11]=2)[N:3]=1)[CH3:26], predict the reactants needed to synthesize it. The reactants are: Cl[C:2]1[CH:7]=[C:6]([CH3:8])[N:5]=[C:4]([NH:9][C:10]2[CH:15]=[CH:14][C:13]([N:16]3[CH:20]=[C:19]([CH3:21])[N:18]=[CH:17]3)=[C:12]([O:22][CH3:23])[CH:11]=2)[N:3]=1.[O-:24][CH2:25][CH3:26].[Na+].